The task is: Regression/Classification. Given a drug SMILES string, predict its absorption, distribution, metabolism, or excretion properties. Task type varies by dataset: regression for continuous measurements (e.g., permeability, clearance, half-life) or binary classification for categorical outcomes (e.g., BBB penetration, CYP inhibition). For this dataset (half_life_obach), we predict log10(half-life) (log10 of half-life in hours).. This data is from Drug half-life prediction data from Obach et al.. (1) The molecule is COc1ccc(C(=O)Nc2ccccc2CCC2CCCCN2C)cc1. The log10(half-life) is 0.410. (2) The compound is CCN(CC)CCNC(=O)c1ccc(N)cc1. The log10(half-life) is 0.490. (3) The molecule is Cc1ncc2n1-c1ccc(Cl)cc1C(c1ccccc1F)=NC2. The log10(half-life) is 0.490. (4) The drug is CCC1=C[C@@H]2CN(C1)Cc1c([nH]c3ccccc13)[C@@](C(=O)OC)(c1cc3c(cc1OC)N(C)[C@H]1[C@@](O)(C(=O)OC)[C@H](OC(C)=O)[C@]4(CC)C=CCN5CC[C@]31[C@@H]54)C2. The log10(half-life) is 1.41. (5) The compound is OCCN1CCN(CCCN2c3ccccc3Sc3ccc(Cl)cc32)CC1. The log10(half-life) is 0.970. (6) The drug is CS(=O)(=O)N(CCO)c1c(Cl)c(Cl)cc2[nH]c(=O)c(=O)[nH]c12. The log10(half-life) is 0.150.